Dataset: Full USPTO retrosynthesis dataset with 1.9M reactions from patents (1976-2016). Task: Predict the reactants needed to synthesize the given product. (1) Given the product [CH2:6]([O:13][C:14]1[CH:15]=[C:16]([O:24][CH3:25])[C:17]([CH2:21][CH3:22])=[CH:18][C:19]=1[Br:20])[C:7]1[CH:8]=[CH:9][CH:10]=[CH:11][CH:12]=1, predict the reactants needed to synthesize it. The reactants are: [OH-].[Na+].O.NN.[CH2:6]([O:13][C:14]1[C:19]([Br:20])=[CH:18][C:17]([C:21](=O)[CH3:22])=[C:16]([O:24][CH3:25])[CH:15]=1)[C:7]1[CH:12]=[CH:11][CH:10]=[CH:9][CH:8]=1. (2) Given the product [F:17][C:18]1[CH:23]=[CH:22][CH:21]=[C:20]([F:24])[C:19]=1[N:25]1[C:30]2[N:31]=[C:32]([NH:12][CH2:10][C:4]3[NH:3][CH:7]=[CH:6][N:5]=3)[N:33]=[C:34]([C:35]3[CH:40]=[CH:39][C:38]([F:41])=[CH:37][C:36]=3[CH3:42])[C:29]=2[CH:28]=[CH:27][C:26]1=[O:47], predict the reactants needed to synthesize it. The reactants are: Cl.Cl.[NH:3]1[CH:7]=[CH:6][N:5]=[C:4]1NC.[CH2:10]([N:12](CC)CC)C.[F:17][C:18]1[CH:23]=[CH:22][CH:21]=[C:20]([F:24])[C:19]=1[N:25]1[C:30]2[N:31]=[C:32](S(C)(=O)=O)[N:33]=[C:34]([C:35]3[CH:40]=[CH:39][C:38]([F:41])=[CH:37][C:36]=3[CH3:42])[C:29]=2[CH:28]=[CH:27][C:26]1=[O:47]. (3) The reactants are: Br[C:2]1[CH:7]=[CH:6][N:5]2[CH:8]=[C:9]([C:11]3[CH:16]=[CH:15][CH:14]=[CH:13][CH:12]=3)[N:10]=[C:4]2[CH:3]=1.Cl.[F:18][CH:19]1[CH2:24][CH2:23][NH:22][CH2:21][CH2:20]1.C(=O)([O-])[O-].[Cs+].[Cs+].CC1(C)C2C(=C(P(C3C=CC=CC=3)C3C=CC=CC=3)C=CC=2)OC2C(P(C3C=CC=CC=3)C3C=CC=CC=3)=CC=CC1=2. Given the product [F:18][CH:19]1[CH2:24][CH2:23][N:22]([C:2]2[CH:7]=[CH:6][N:5]3[CH:8]=[C:9]([C:11]4[CH:16]=[CH:15][CH:14]=[CH:13][CH:12]=4)[N:10]=[C:4]3[CH:3]=2)[CH2:21][CH2:20]1, predict the reactants needed to synthesize it. (4) Given the product [Br:8][C:6]1[N:7]=[C:2]2[N:29]([CH:26]3[CH2:27][CH2:28][O:23][CH2:24][CH2:25]3)[CH2:11][C:10](=[O:13])[NH:9][C:3]2=[N:4][CH:5]=1, predict the reactants needed to synthesize it. The reactants are: Br[C:2]1[C:3]([NH:9][C:10](=[O:13])[CH2:11]I)=[N:4][CH:5]=[C:6]([Br:8])[N:7]=1.C(N(C(C)C)CC)(C)C.[O:23]1[CH2:28][CH2:27][CH:26]([NH2:29])[CH2:25][CH2:24]1. (5) Given the product [CH3:20][CH:10]([N:9]1[C:1](=[O:8])[CH:2]=[CH:4][C:5]1=[O:7])[CH2:11][CH2:12][Si:13]([O:18][CH3:19])([O:14][CH3:15])[O:16][CH3:17], predict the reactants needed to synthesize it. The reactants are: [C:1]1(=[O:8])[O:7][C:5](=O)[CH:4]=[C:2]1C.[NH2:9][CH2:10][CH2:11][CH2:12][Si:13]([O:18][CH3:19])([O:16][CH3:17])[O:14][CH3:15].[CH2:20](N(CC)CC)C.CS(O)(=O)=O. (6) Given the product [CH3:1][CH2:2][NH:3][C:4]([C@H:6]1[N:10]([C:11]([C@@H:13]([NH:21][C:22]([C@@H:24]([NH:29][C:30]([C@H:32]([NH:37][C:38]([C@@H:40]([NH:49][C:50]([C@@H:52]([NH:55][C:56]([C@@H:58]([NH:69][C:70]([C@@H:72]([NH:79][C:80]([C@H:82]2[NH:87][C:85](=[O:86])[CH2:84][CH2:83]2)=[O:81])[CH2:73][C:74]2[N:78]=[CH:77][NH:76][CH:75]=2)=[O:71])[CH2:59][C:60]2[C:64]3[CH:65]=[CH:66][CH:67]=[CH:68][C:63]=3[NH:62][CH:61]=2)=[O:57])[CH2:53][OH:54])=[O:51])[CH2:41][C:42]2[CH:47]=[CH:46][C:45]([OH:48])=[CH:44][CH:43]=2)=[O:39])[CH2:33][CH:34]([CH3:36])[CH3:35])=[O:31])[CH2:25][CH:26]([CH3:28])[CH3:27])=[O:23])[CH2:14][CH2:15][CH2:16][NH:17][C:18]([NH2:20])=[NH:19])=[O:12])[CH2:9][CH2:8][CH2:7]1)=[O:5].[CH3:88][C:89]([OH:91])=[O:90].[CH3:1][CH2:2][NH:3][C:4]([C@H:6]1[N:10]([C:11]([C@@H:13]([NH:21][C:22]([C@@H:24]([NH:29][C:30]([C@H:32]([NH:37][C:38]([C@@H:40]([NH:49][C:50]([C@@H:52]([NH:55][C:56]([C@@H:58]([NH:69][C:70]([C@@H:72]([NH:79][C:80]([C@H:82]2[NH:87][C:85](=[O:86])[CH2:84][CH2:83]2)=[O:81])[CH2:73][C:74]2[N:78]=[CH:77][NH:76][CH:75]=2)=[O:71])[CH2:59][C:60]2[C:64]3[CH:65]=[CH:66][CH:67]=[CH:68][C:63]=3[NH:62][CH:61]=2)=[O:57])[CH2:53][OH:54])=[O:51])[CH2:41][C:42]2[CH:47]=[CH:46][C:45]([OH:48])=[CH:44][CH:43]=2)=[O:39])[CH2:33][CH:34]([CH3:36])[CH3:35])=[O:31])[CH2:25][CH:26]([CH3:28])[CH3:27])=[O:23])[CH2:14][CH2:15][CH2:16][NH:17][C:18]([NH2:20])=[NH:19])=[O:12])[CH2:9][CH2:8][CH2:7]1)=[O:5], predict the reactants needed to synthesize it. The reactants are: [CH3:1][CH2:2][NH:3][C:4]([C@H:6]1[N:10]([C:11]([C@@H:13]([NH:21][C:22]([C@@H:24]([NH:29][C:30]([C@H:32]([NH:37][C:38]([C@@H:40]([NH:49][C:50]([C@@H:52]([NH:55][C:56]([C@@H:58]([NH:69][C:70]([C@@H:72]([NH:79][C:80]([C@H:82]2[NH:87][C:85](=[O:86])[CH2:84][CH2:83]2)=[O:81])[CH2:73][C:74]2[N:78]=[CH:77][NH:76][CH:75]=2)=[O:71])[CH2:59][C:60]2[C:64]3[CH:65]=[CH:66][CH:67]=[CH:68][C:63]=3[NH:62][CH:61]=2)=[O:57])[CH2:53][OH:54])=[O:51])[CH2:41][C:42]2[CH:43]=[CH:44][C:45]([OH:48])=[CH:46][CH:47]=2)=[O:39])[CH2:33][CH:34]([CH3:36])[CH3:35])=[O:31])[CH2:25][CH:26]([CH3:28])[CH3:27])=[O:23])[CH2:14][CH2:15][CH2:16][NH:17][C:18]([NH2:20])=[NH:19])=[O:12])[CH2:9][CH2:8][CH2:7]1)=[O:5].[CH3:88][C:89]([OH:91])=[O:90].CC(C[C@H](NC(CNC([C@@H](NC([C@@H](NC([C@@H](NC([C@@H](NC([C@H]1NC(=O)CC1)=O)CC1NC=NC=1)=O)CC1C2C=CC=CC=2NC=1)=O)CO)=O)CC1C=CC(O)=CC=1)=O)=O)C(N[C@H](C(N1[C@H](C(NCC(N)=O)=O)CCC1)=O)CCCNC(N)=N)=O)C.CC(O)=O. (7) Given the product [F:12][C:4]1[C:5]([O:10][CH3:11])=[CH:6][C:7]([O:8][CH3:9])=[C:2]([F:1])[C:3]=1[C:13]1[N:18]=[CH:17][C:16]2[C:19]([C:28]3[CH:29]=[C:30]4[C:34](=[CH:35][CH:36]=3)[C:33](=[O:37])[N:32]([C@H:38]3[CH2:47][CH2:46][C@H:45]([OH:44])[CH2:42][CH2:43]3)[CH2:31]4)=[N:20][NH:21][C:15]=2[CH:14]=1, predict the reactants needed to synthesize it. The reactants are: [F:1][C:2]1[C:7]([O:8][CH3:9])=[CH:6][C:5]([O:10][CH3:11])=[C:4]([F:12])[C:3]=1[C:13]1[N:18]=[CH:17][C:16]2[C:19]([C:28]3[CH:29]=[C:30]4[C:34](=[CH:35][CH:36]=3)[C:33](=[O:37])[N:32]([CH:38]3[CH2:43][CH2:42]OCC3)[CH2:31]4)=[N:20][N:21](C3CCCCO3)[C:15]=2[CH:14]=1.[OH:44][C@H:45]1CC[C@H](N2CC3C(=CC=C(B4O[C:46](C)([CH3:47])[C:45](C)(C)[O:44]4)C=3)C2=O)[CH2:47][CH2:46]1. (8) Given the product [O-:35][N+:23]1[C:24]2[CH:34]=[C:33]3[C:28](=[CH:27][C:25]=2[N+:26]([O-:4])=[C:21]([NH:20][CH2:19][CH2:18][N:17]([CH3:36])[CH3:16])[N:22]=1)[CH2:29][CH2:30][CH2:31][O:32]3, predict the reactants needed to synthesize it. The reactants are: OO.C(OC(C(F)(F)F)=O)(C(F)(F)F)=[O:4].[CH3:16][N:17]([CH3:36])[CH2:18][CH2:19][NH:20][C:21]1[N:22]=[N+:23]([O-:35])[C:24]2[CH:34]=[C:33]3[C:28]([CH2:29][CH2:30][CH2:31][O:32]3)=[CH:27][C:25]=2[N:26]=1.C(O)(C(F)(F)F)=O. (9) Given the product [NH2:1][C:2]1[N:7]([C:8]2[CH:9]=[CH:10][C:11]([N:14]([C:31]([NH:30][C:23]3[CH:24]=[CH:25][CH:26]=[C:21]([CH2:19][CH3:20])[CH:22]=3)=[O:32])[CH3:15])=[CH:12][CH:13]=2)[CH2:6][N:5]=[C:4]2[S:16][CH:17]=[CH:18][C:3]=12, predict the reactants needed to synthesize it. The reactants are: [NH2:1][C:2]1[N:7]([C:8]2[CH:13]=[CH:12][C:11]([NH:14][CH3:15])=[CH:10][CH:9]=2)[CH2:6][N:5]=[C:4]2[S:16][CH:17]=[CH:18][C:3]=12.[CH2:19]([C:21]1[CH:26]=[CH:25][CH:24]=[CH:23][C:22]=1N=C=O)[CH3:20].[N-:30]=[C:31]=[O:32].